From a dataset of Forward reaction prediction with 1.9M reactions from USPTO patents (1976-2016). Predict the product of the given reaction. (1) Given the reactants [SH:1][C:2]1[C:3]2[C:13](=[O:14])[N:12]([C:15]3[CH:20]=[CH:19][CH:18]=[CH:17][CH:16]=3)[C:11](=[O:21])[N:10]([C:22]3[CH:27]=[CH:26][CH:25]=[CH:24][CH:23]=3)[C:4]=2[N:5]([CH3:9])[C:6](=[O:8])[N:7]=1.[CH3:28]N(C)C=O.C(=O)([O-])[O-].[K+].[K+].CI, predict the reaction product. The product is: [CH3:9][N:5]1[C:4]2[N:10]([C:22]3[CH:27]=[CH:26][CH:25]=[CH:24][CH:23]=3)[C:11](=[O:21])[N:12]([C:15]3[CH:20]=[CH:19][CH:18]=[CH:17][CH:16]=3)[C:13](=[O:14])[C:3]=2[C:2]([S:1][CH3:28])=[N:7][C:6]1=[O:8]. (2) Given the reactants CS(O)(=O)=O.NC[C:8]1[CH:9]=[C:10]2[C:14](=[CH:15][CH:16]=1)C(=O)N(C1CCC(=O)NC1=O)[CH2:11]2.C1N=C[N:28]([C:31]([N:33]2C=NC=C2)=[O:32])C=1.[Si]([O:45]NC1C=CC(C)=CC=1)(C(C)(C)C)(C)C, predict the reaction product. The product is: [OH:45][C:14]1[CH:15]=[C:16]([NH:28][C:31](=[O:32])[NH2:33])[CH:8]=[CH:9][C:10]=1[CH3:11]. (3) Given the reactants [F:1][C:2]1[CH:7]=[CH:6][C:5]([C:8]([N:10]2[CH2:15][CH2:14][CH2:13][C@@H:12](O)[CH2:11]2)=[O:9])=[CH:4][CH:3]=1.[F:17][C:18]1[CH:19]=[C:20]([C:24]2[NH:28][N:27]=[N:26][N:25]=2)[CH:21]=[CH:22][CH:23]=1, predict the reaction product. The product is: [F:1][C:2]1[CH:7]=[CH:6][C:5]([C:8]([N:10]2[CH2:15][CH2:14][CH2:13][C@H:12]([N:26]3[N:27]=[N:28][C:24]([C:20]4[CH:21]=[CH:22][CH:23]=[C:18]([F:17])[CH:19]=4)=[N:25]3)[CH2:11]2)=[O:9])=[CH:4][CH:3]=1.